Dataset: Full USPTO retrosynthesis dataset with 1.9M reactions from patents (1976-2016). Task: Predict the reactants needed to synthesize the given product. (1) Given the product [C:1]([O:10][CH2:11][C:12]1[CH:17]=[CH:16][CH:15]=[CH:14][CH:13]=1)(=[O:9])[CH2:2][CH2:3][CH2:4][CH2:5][C:6]([O:8][CH2:11][C:12]1[CH:17]=[CH:16][CH:15]=[CH:14][CH:13]=1)=[O:7], predict the reactants needed to synthesize it. The reactants are: [C:1]([OH:10])(=[O:9])[CH2:2][CH2:3][CH2:4][CH2:5][C:6]([OH:8])=[O:7].[CH2:11](O)[C:12]1[CH:17]=[CH:16][CH:15]=[CH:14][CH:13]=1.[OH-].[K+]. (2) Given the product [CH3:18][C:19]([CH3:26])=[CH:20][CH2:21][C:11]1[C:10](=[O:12])[C:9]2[CH:8]=[CH:7][CH:6]=[CH:5][C:4]=2[C:3](=[O:13])[C:2]=1[OH:1], predict the reactants needed to synthesize it. The reactants are: [OH:1][C:2]1[C:3](=[O:13])[C:4]2[C:9]([C:10](=[O:12])[CH:11]=1)=[CH:8][CH:7]=[CH:6][CH:5]=2.[H-].[Li+].[H][H].[CH2:18](Br)[CH:19]=[CH:20][CH3:21].[Li+].[I-].Cl.[CH3:26]S(C)=O. (3) Given the product [F:13][C:12]1[C:2]([NH:1][C:52](=[O:53])[C:51]([F:62])([F:61])[F:50])=[C:3]([CH:9]=[C:10]([C:14]2[CH:15]=[C:16]3[C:22]([C:23]4[CH:28]=[CH:27][CH:26]=[CH:25][C:24]=4[O:29][CH3:30])=[CH:21][N:20]([S:31]([C:34]4[CH:35]=[CH:36][C:37]([CH3:40])=[CH:38][CH:39]=4)(=[O:32])=[O:33])[C:17]3=[N:18][CH:19]=2)[CH:11]=1)[C:4]([N:6]([CH3:8])[CH3:7])=[O:5], predict the reactants needed to synthesize it. The reactants are: [NH2:1][C:2]1[C:12]([F:13])=[CH:11][C:10]([C:14]2[CH:15]=[C:16]3[C:22]([C:23]4[CH:28]=[CH:27][CH:26]=[CH:25][C:24]=4[O:29][CH3:30])=[CH:21][N:20]([S:31]([C:34]4[CH:39]=[CH:38][C:37]([CH3:40])=[CH:36][CH:35]=4)(=[O:33])=[O:32])[C:17]3=[N:18][CH:19]=2)=[CH:9][C:3]=1[C:4]([N:6]([CH3:8])[CH3:7])=[O:5].C(N(CC)C(C)C)(C)C.[F:50][C:51]([F:62])([F:61])[C:52](O[C:52](=[O:53])[C:51]([F:62])([F:61])[F:50])=[O:53]. (4) Given the product [OH:25][C:4]1[CH:5]=[N:6][CH:7]=[C:8]([O:9][CH2:10][C:11]2[C:12]([C:17]3[N:21]([CH:22]([CH3:24])[CH3:23])[N:20]=[CH:19][CH:18]=3)=[N:13][CH:14]=[CH:15][CH:16]=2)[C:3]=1[CH:2]=[O:1], predict the reactants needed to synthesize it. The reactants are: [OH:1][CH2:2][C:3]1[C:8]([O:9][CH2:10][C:11]2[C:12]([C:17]3[N:21]([CH:22]([CH3:24])[CH3:23])[N:20]=[CH:19][CH:18]=3)=[N:13][CH:14]=[CH:15][CH:16]=2)=[CH:7][N:6]=[CH:5][C:4]=1[OH:25]. (5) Given the product [F:37][C:34]1[CH:35]=[CH:36][C:31]([C:17]2[C:16](/[CH:15]=[CH:14]/[CH:13]([OH:38])[CH2:12][C:11]([OH:39])=[O:10])=[C:21]([CH:22]([CH3:24])[CH3:23])[N:20]=[C:19]([N:25]([CH3:30])[S:26]([CH3:29])(=[O:28])=[O:27])[N:18]=2)=[CH:32][CH:33]=1, predict the reactants needed to synthesize it. The reactants are: OC(C1C=CC=CC=1)(C1C=CC=CC=1)[C@@H]([O:10][C:11](=[O:39])[CH2:12][C@H:13]([OH:38])[CH:14]=[CH:15][C:16]1[C:17]([C:31]2[CH:36]=[CH:35][C:34]([F:37])=[CH:33][CH:32]=2)=[N:18][C:19]([N:25]([CH3:30])[S:26]([CH3:29])(=[O:28])=[O:27])=[N:20][C:21]=1[CH:22]([CH3:24])[CH3:23])C1C=CC=CC=1.[OH-].[Na+].CCCCCC.C(OCC)(=O)C.Cl. (6) The reactants are: [CH3:1][CH:2]([N:4]1[C:8]2[N:9]=[C:10]([C:16]3[CH:21]=[CH:20][C:19]([O:22][CH3:23])=[CH:18][CH:17]=3)[CH:11]=[C:12]([C:13]([OH:15])=O)[C:7]=2[CH:6]=[N:5]1)[CH3:3].[NH2:24][CH2:25][C:26]1[C:27](=[O:34])[NH:28][C:29]([CH3:33])=[CH:30][C:31]=1[CH3:32].CN1CCOCC1.ON1C2N=CC=CC=2N=N1.C(Cl)CCl. Given the product [CH3:32][C:31]1[CH:30]=[C:29]([CH3:33])[NH:28][C:27](=[O:34])[C:26]=1[CH2:25][NH:24][C:13]([C:12]1[C:7]2[CH:6]=[N:5][N:4]([CH:2]([CH3:1])[CH3:3])[C:8]=2[N:9]=[C:10]([C:16]2[CH:21]=[CH:20][C:19]([O:22][CH3:23])=[CH:18][CH:17]=2)[CH:11]=1)=[O:15], predict the reactants needed to synthesize it. (7) Given the product [CH:24]([O:23][CH2:22][CH2:21][CH2:20][N:16]1[C:17](=[O:19])[C:18]2[C:9]([CH2:8][C:5]3[CH:4]=[CH:3][C:2]([Cl:1])=[CH:7][CH:6]=3)=[C:10]([O:32][C:33]3[CH:34]=[N:35][CH:36]=[CH:37][CH:38]=3)[CH:11]=[N:12][C:13]=2[N:14]([CH3:31])[C:15]1=[O:30])=[O:25], predict the reactants needed to synthesize it. The reactants are: [Cl:1][C:2]1[CH:7]=[CH:6][C:5]([CH:8](O)[C:9]2[C:18]3[C:17](=[O:19])[N:16]([CH2:20][CH2:21][CH2:22][O:23][CH:24]4CCCC[O:25]4)[C:15](=[O:30])[N:14]([CH3:31])[C:13]=3[N:12]=[CH:11][C:10]=2[O:32][C:33]2[CH:34]=[N:35][CH:36]=[CH:37][CH:38]=2)=[CH:4][CH:3]=1.